From a dataset of Full USPTO retrosynthesis dataset with 1.9M reactions from patents (1976-2016). Predict the reactants needed to synthesize the given product. (1) Given the product [CH3:11][C:5]1[CH:4]=[C:3]([CH:12]2[CH2:21][CH2:20][C:15]3([O:19][CH2:18][CH2:17][O:16]3)[CH2:14][CH2:13]2)[C:2]([CH3:1])=[CH:7][C:6]=1[NH2:8], predict the reactants needed to synthesize it. The reactants are: [CH3:1][C:2]1[CH:7]=[C:6]([N+:8]([O-])=O)[C:5]([CH3:11])=[CH:4][C:3]=1[C:12]1[CH2:21][CH2:20][C:15]2([O:19][CH2:18][CH2:17][O:16]2)[CH2:14][CH:13]=1. (2) Given the product [Br:1][C:2]1[C:3]([F:12])=[CH:4][C:5]2=[N:9][O:8][N:7]=[C:6]2[CH:11]=1, predict the reactants needed to synthesize it. The reactants are: [Br:1][C:2]1[C:3]([F:12])=[CH:4][C:5]2[C:6]([CH:11]=1)=[N+:7]([O-])[O:8][N:9]=2.C(OP(OCC)OCC)C.